This data is from Peptide-MHC class II binding affinity with 134,281 pairs from IEDB. The task is: Regression. Given a peptide amino acid sequence and an MHC pseudo amino acid sequence, predict their binding affinity value. This is MHC class II binding data. (1) The peptide sequence is PRLLYAKSSPAYPSV. The MHC is DRB1_1001 with pseudo-sequence DRB1_1001. The binding affinity (normalized) is 0.994. (2) The peptide sequence is CPLPHKLDSFGGCRC. The binding affinity (normalized) is 0.512. The MHC is DRB1_0101 with pseudo-sequence DRB1_0101. (3) The peptide sequence is SGSEAYQGVQQKWDA. The MHC is HLA-DPA10301-DPB10402 with pseudo-sequence HLA-DPA10301-DPB10402. The binding affinity (normalized) is 0. (4) The peptide sequence is LLAGRSCGMYGLKGP. The binding affinity (normalized) is 0. The MHC is H-2-IAb with pseudo-sequence H-2-IAb.